This data is from Reaction yield outcomes from USPTO patents with 853,638 reactions. The task is: Predict the reaction yield, written as a fraction of the theoretical maximum amount of product (1.0 means a 100% yield; for example, 0.34 means a 34% yield). (1) The reactants are [Cl:1][C:2]1[C:11]2[C:6](=[CH:7][CH:8]=[CH:9][CH:10]=2)[C:5]([OH:12])=[CH:4][CH:3]=1.Br[CH2:14][C:15]([NH2:17])=[O:16].C([O-])([O-])=O.[K+].[K+]. The catalyst is CC(C)=O. The product is [Cl:1][C:2]1[C:11]2[C:6](=[CH:7][CH:8]=[CH:9][CH:10]=2)[C:5]([O:12][CH2:14][C:15]([NH2:17])=[O:16])=[CH:4][CH:3]=1. The yield is 0.490. (2) The yield is 0.920. The product is [C:17]([O:20][C@@H:21]([C:23]1[N:24]=[C:25]([N:12]2[CH2:11][CH2:10][C:9]3[C:14](=[CH:15][C:6]([S:3](=[O:5])(=[O:4])[N:2]([CH3:16])[CH3:1])=[CH:7][CH:8]=3)[CH2:13]2)[CH:26]=[CH:27][N:28]=1)[CH3:22])(=[O:19])[CH3:18]. The catalyst is C(O)(C)C. The reactants are [CH3:1][N:2]([CH3:16])[S:3]([C:6]1[CH:15]=[C:14]2[C:9]([CH2:10][CH2:11][NH:12][CH2:13]2)=[CH:8][CH:7]=1)(=[O:5])=[O:4].[C:17]([O:20][C@@H:21]([C:23]1[N:28]=[C:27](Cl)[CH:26]=[CH:25][N:24]=1)[CH3:22])(=[O:19])[CH3:18].C(N(CC)CC)C. (3) The reactants are CCN(CC)CC.O[C@@H:9]([CH3:28])[C@@H:10]([NH:14][C:15]([O:17][CH2:18][CH2:19][CH2:20][CH2:21][C:22]1[CH:27]=[CH:26][CH:25]=[CH:24][CH:23]=1)=[O:16])[C:11]([OH:13])=[O:12].CN(C(ON1N=NC2C=CC=CC1=2)=[N+](C)C)C.F[P-](F)(F)(F)(F)F. The catalyst is C(Cl)Cl. The product is [C:22]1([CH2:21][CH2:20][CH2:19][CH2:18][O:17][C:15](=[O:16])[NH:14][C@H:10]2[C:11](=[O:13])[O:12][C@H:9]2[CH3:28])[CH:27]=[CH:26][CH:25]=[CH:24][CH:23]=1. The yield is 0.0600. (4) The reactants are [Br:1][C:2]1[CH:3]=[C:4]2[C:12](=[CH:13][CH:14]=1)[NH:11][C:10]1[C:9](=[O:15])[CH2:8][CH2:7][CH2:6][C:5]2=1.[BH4-].[Na+]. The catalyst is CO. The product is [Br:1][C:2]1[CH:3]=[C:4]2[C:12](=[CH:13][CH:14]=1)[NH:11][C:10]1[CH:9]([OH:15])[CH2:8][CH2:7][CH2:6][C:5]2=1. The yield is 0.500. (5) The yield is 0.753. The catalyst is CS(C)=O.CCOC(C)=O. The product is [NH2:23][C:24]1[C:29]2=[C:30]([C:42]3[CH:43]=[CH:44][C:45]([NH:48][C:49]([NH:51][C:52]4[CH:57]=[C:56]([C:58]([F:60])([F:61])[F:59])[CH:55]=[CH:54][N:53]=4)=[O:50])=[CH:46][CH:47]=3)[C:31]([CH:40]=[O:41])=[C:32]([CH2:33][N:34]3[CH2:39][CH2:38][O:37][CH2:36][CH2:35]3)[N:28]2[N:27]=[CH:26][N:25]=1. The reactants are CC(OI1(OC(C)=O)(OC(C)=O)OC(=O)C2C=CC=CC1=2)=O.[NH2:23][C:24]1[C:29]2=[C:30]([C:42]3[CH:47]=[CH:46][C:45]([NH:48][C:49]([NH:51][C:52]4[CH:57]=[C:56]([C:58]([F:61])([F:60])[F:59])[CH:55]=[CH:54][N:53]=4)=[O:50])=[CH:44][CH:43]=3)[C:31]([CH2:40][OH:41])=[C:32]([CH2:33][N:34]3[CH2:39][CH2:38][O:37][CH2:36][CH2:35]3)[N:28]2[N:27]=[CH:26][N:25]=1. (6) The reactants are [C:1](OC(=O)C)(=[O:3])C.[NH2:8][CH2:9][C:10]([N:12]1[CH2:16][C@H:15]([NH:17][C:18](=[O:25])[C:19]2[CH:24]=[CH:23][CH:22]=[CH:21][CH:20]=2)[CH2:14][C@H:13]1[C:26]([OH:28])=[O:27])=[O:11]. The catalyst is C(O)=O. The product is [C:18]([NH:17][C@H:15]1[CH2:16][N:12]([C:10](=[O:11])[CH2:9][NH:8][CH:1]=[O:3])[C@H:13]([C:26]([OH:28])=[O:27])[CH2:14]1)(=[O:25])[C:19]1[CH:20]=[CH:21][CH:22]=[CH:23][CH:24]=1. The yield is 0.290. (7) The reactants are [I:1][C:2]1[CH:3]=[C:4]2[C:8](=[CH:9][CH:10]=1)[NH:7][C:6](=[O:11])[C:5]2=O.[O:13]1[CH:17]=[CH:16][CH:15]=[C:14]1[CH2:18][NH:19][C:20]([NH:22][CH2:23][C:24]([NH:26][NH2:27])=[O:25])=[O:21]. The catalyst is C(O)(=O)C. The product is [O:13]1[CH:17]=[CH:16][CH:15]=[C:14]1[CH2:18][NH:19][C:20]([NH:22][CH2:23][C:24]([NH:26][N:27]=[C:5]1[C:4]2[C:8](=[CH:9][CH:10]=[C:2]([I:1])[CH:3]=2)[NH:7][C:6]1=[O:11])=[O:25])=[O:21]. The yield is 0.710. (8) The reactants are C([N:4]1[C:12]2[C:7](=[CH:8][CH:9]=[C:10]([NH:13][C:14]([C:16]3[C:25](=[O:26])[C:24]4[C:19](=[CH:20][CH:21]=[CH:22][CH:23]=4)[NH:18][CH:17]=3)=[O:15])[CH:11]=2)[CH2:6][CH2:5]1)(=O)C.[OH-].[Na+]. The catalyst is C(O)C. The product is [NH:4]1[C:12]2[C:7](=[CH:8][CH:9]=[C:10]([NH:13][C:14]([C:16]3[C:25](=[O:26])[C:24]4[C:19](=[CH:20][CH:21]=[CH:22][CH:23]=4)[NH:18][CH:17]=3)=[O:15])[CH:11]=2)[CH2:6][CH2:5]1. The yield is 0.200.